Dataset: Full USPTO retrosynthesis dataset with 1.9M reactions from patents (1976-2016). Task: Predict the reactants needed to synthesize the given product. (1) Given the product [O:35]1[CH2:36][CH2:37][N:32]([C:25]([C:24]2[CH:28]=[CH:29][CH:30]=[C:22]([C:19]3[CH:18]=[CH:17][N:16]=[C:15]4[CH:14]=[C:13]([C:5]5[CH:4]=[C:3]([O:2][CH3:1])[C:8]([O:9][CH3:10])=[C:7]([O:11][CH3:12])[CH:6]=5)[O:21][C:20]=34)[CH:23]=2)=[O:26])[CH2:33][CH2:34]1, predict the reactants needed to synthesize it. The reactants are: [CH3:1][O:2][C:3]1[CH:4]=[C:5]([C:13]2[O:21][C:20]3[C:15](=[N:16][CH:17]=[CH:18][C:19]=3[C:22]3[CH:23]=[C:24]([CH:28]=[CH:29][CH:30]=3)[C:25](O)=[O:26])[CH:14]=2)[CH:6]=[C:7]([O:11][CH3:12])[C:8]=1[O:9][CH3:10].C[N:32]1[CH2:37][CH2:36][O:35][CH2:34][CH2:33]1. (2) Given the product [CH2:15]([NH:16][C:2]1[CH:7]=[CH:6][N:5]2[N:8]=[CH:9][C:10]([CH:11]=[O:12])=[C:4]2[N:3]=1)[CH:14]([CH3:17])[CH3:13], predict the reactants needed to synthesize it. The reactants are: Cl[C:2]1[CH:7]=[CH:6][N:5]2[N:8]=[CH:9][C:10]([CH:11]=[O:12])=[C:4]2[N:3]=1.[CH3:13][CH:14]([CH3:17])[CH2:15][NH2:16].